Dataset: Peptide-MHC class I binding affinity with 185,985 pairs from IEDB/IMGT. Task: Regression. Given a peptide amino acid sequence and an MHC pseudo amino acid sequence, predict their binding affinity value. This is MHC class I binding data. (1) The peptide sequence is QLAFTYCQV. The MHC is HLA-A02:16 with pseudo-sequence HLA-A02:16. The binding affinity (normalized) is 0.719. (2) The peptide sequence is VTMFEALPH. The MHC is HLA-A03:01 with pseudo-sequence HLA-A03:01. The binding affinity (normalized) is 0.432. (3) The MHC is HLA-B07:02 with pseudo-sequence HLA-B07:02. The peptide sequence is KPLLAPHHVV. The binding affinity (normalized) is 0.521. (4) The MHC is HLA-C05:01 with pseudo-sequence HLA-C05:01. The binding affinity (normalized) is 0.0847. The peptide sequence is MAMGILHTI. (5) The binding affinity (normalized) is 0.213. The peptide sequence is EEAPAAVSF. The MHC is HLA-A30:02 with pseudo-sequence HLA-A30:02.